This data is from Forward reaction prediction with 1.9M reactions from USPTO patents (1976-2016). The task is: Predict the product of the given reaction. (1) The product is: [C:1]([OH:4])(=[O:3])[CH2:2]/[CH:17]=[CH:16]/[CH2:15][CH2:14][C:13]#[C:12][CH3:11]. Given the reactants [C:1]([O-:4])(=[O:3])[CH3:2].[NH2+]1CCCCC1.[CH:11](=O)[CH2:12][CH2:13][CH2:14][C:15]#[C:16][CH3:17].C(O)(=O)CC(O)=O.O, predict the reaction product. (2) Given the reactants [C:1]([O:5][C:6]([N:8]1[C:16]2[C:11](=[CH:12][C:13]([O:17][C:18]3[CH:23]=[CH:22][C:21]([C:24](=[O:33])[NH:25][C:26]4[CH:31]=[CH:30][C:29]([Br:32])=[CH:28][CH:27]=4)=[CH:20][C:19]=3[N+:34]([O-])=O)=[CH:14][CH:15]=2)[CH:10]=[CH:9]1)=[O:7])([CH3:4])([CH3:3])[CH3:2].[Cl-].[NH4+], predict the reaction product. The product is: [C:1]([O:5][C:6]([N:8]1[C:16]2[C:11](=[CH:12][C:13]([O:17][C:18]3[CH:23]=[CH:22][C:21]([C:24](=[O:33])[NH:25][C:26]4[CH:27]=[CH:28][C:29]([Br:32])=[CH:30][CH:31]=4)=[CH:20][C:19]=3[NH2:34])=[CH:14][CH:15]=2)[CH:10]=[CH:9]1)=[O:7])([CH3:4])([CH3:2])[CH3:3].